This data is from Forward reaction prediction with 1.9M reactions from USPTO patents (1976-2016). The task is: Predict the product of the given reaction. (1) Given the reactants [F:1][C:2]1[CH:7]=[CH:6][C:5]([N+:8]([O-:10])=[O:9])=[C:4]([O:11][CH2:12][C:13]([F:16])([F:15])[F:14])[CH:3]=1.[Cl:17][S:18](O)(=[O:20])=[O:19], predict the reaction product. The product is: [F:1][C:2]1[CH:3]=[C:4]([O:11][CH2:12][C:13]([F:14])([F:15])[F:16])[C:5]([N+:8]([O-:10])=[O:9])=[CH:6][C:7]=1[S:18]([Cl:17])(=[O:20])=[O:19]. (2) Given the reactants ClC1C([C:8](O)=[O:9])=C(C2C=CC=CC=2)C(C)=CN=1.[F:18][C:19]([F:37])([F:36])[C:20]1[CH:21]=[C:22]([CH:29]=[C:30]([C:32]([F:35])([F:34])[F:33])[CH:31]=1)[CH2:23][NH:24][CH2:25]CCO, predict the reaction product. The product is: [F:35][C:32]([F:34])([F:33])[C:30]1[CH:29]=[C:22]([CH:21]=[C:20]([C:19]([F:37])([F:36])[F:18])[CH:31]=1)[CH2:23][NH:24][CH2:25][CH2:8][OH:9]. (3) Given the reactants [CH3:1][C:2]([CH3:21])([CH3:20])[C@@H:3]([NH:5][CH2:6][CH2:7][C@:8]([C:13]1[CH:18]=[CH:17][C:16]([F:19])=[CH:15][CH:14]=1)([NH2:12])[CH2:9][CH:10]=[CH2:11])[CH3:4].C(N(CC)CC)C.Cl[C:30](Cl)([O:32]C(=O)OC(Cl)(Cl)Cl)Cl, predict the reaction product. The product is: [CH2:9]([C@:8]1([C:13]2[CH:18]=[CH:17][C:16]([F:19])=[CH:15][CH:14]=2)[CH2:7][CH2:6][N:5]([C@H:3]([C:2]([CH3:20])([CH3:1])[CH3:21])[CH3:4])[C:30](=[O:32])[NH:12]1)[CH:10]=[CH2:11]. (4) Given the reactants [Cl:1][C:2]1[CH:3]=[C:4]([CH:26]=[CH:27][C:28]=1[F:29])[NH:5][C:6]1[C:15]2[C:10](=[CH:11][C:12]([O:24][CH3:25])=[CH:13][C:14]=2[O:16][CH2:17][C@@H:18]2[NH:22][CH2:21][C@@H:20]([OH:23])[CH2:19]2)[N:9]=[CH:8][N:7]=1.[CH3:30][O:31][CH2:32][C:33](O)=[O:34], predict the reaction product. The product is: [Cl:1][C:2]1[CH:3]=[C:4]([CH:26]=[CH:27][C:28]=1[F:29])[NH:5][C:6]1[C:15]2[C:10](=[CH:11][C:12]([O:24][CH3:25])=[CH:13][C:14]=2[O:16][CH2:17][C@@H:18]2[N:22]([C:33](=[O:34])[CH2:32][O:31][CH3:30])[CH2:21][C@@H:20]([OH:23])[CH2:19]2)[N:9]=[CH:8][N:7]=1. (5) Given the reactants S(Cl)([Cl:3])=O.[Cl:5][C:6]1[CH:11]=[C:10]([CH2:12]O)[CH:9]=[CH:8][C:7]=1[C:14]1[CH:19]=[CH:18][CH:17]=[CH:16][CH:15]=1, predict the reaction product. The product is: [Cl:5][C:6]1[CH:11]=[C:10]([CH2:12][Cl:3])[CH:9]=[CH:8][C:7]=1[C:14]1[CH:19]=[CH:18][CH:17]=[CH:16][CH:15]=1.